From a dataset of Catalyst prediction with 721,799 reactions and 888 catalyst types from USPTO. Predict which catalyst facilitates the given reaction. (1) Reactant: [C:1]([O:5][C:6]([NH:8][C@H:9]([CH3:13])[C:10](O)=[O:11])=[O:7])([CH3:4])([CH3:3])[CH3:2].C(Cl)CCl.C1C=CC2N(O)N=[N:24]C=2C=1.N.O1CCOCC1.CN1CCOCC1. Product: [NH2:24][C:10](=[O:11])[C@H:9]([NH:8][C:6](=[O:7])[O:5][C:1]([CH3:4])([CH3:3])[CH3:2])[CH3:13]. The catalyst class is: 2. (2) Reactant: [CH3:1][C:2]1[O:3][C:4]2[CH:10]=[CH:9][C:8]([C:11](=O)[CH2:12][C:13]([O:15]CC)=O)=[CH:7][C:5]=2[CH:6]=1.CC1C=CC(S(O)(=O)=O)=CC=1.[N:30]1[CH:35]=[CH:34][CH:33]=[CH:32][C:31]=1[C:36]1[C:37]([NH2:42])=[N:38][NH:39][C:40]=1[NH2:41]. Product: [NH2:42][C:37]1[C:36]([C:31]2[CH:32]=[CH:33][CH:34]=[CH:35][N:30]=2)=[C:40]2[NH:41][C:11]([C:8]3[CH:9]=[CH:10][C:4]4[O:3][C:2]([CH3:1])=[CH:6][C:5]=4[CH:7]=3)=[CH:12][C:13](=[O:15])[N:39]2[N:38]=1. The catalyst class is: 114. (3) Reactant: [Cl:1]C1C=C(C=CC=1)C(O)=O.[Cl:11][C:12]1[CH:13]=[C:14]([C:18]2[CH:22]=[N:21][NH:20][C:19]=2[C:23]2[C:31]3[C:26](=[N+:27]([O-])[CH:28]=[CH:29][CH:30]=3)[NH:25][CH:24]=2)[CH:15]=[CH:16][CH:17]=1.CCN(C(C)C)C(C)C.[CH2:42]([NH2:49])[C:43]1[CH:48]=[CH:47][CH:46]=[CH:45][CH:44]=1.C1CN([P+](Br)(N2CCCC2)N2CCCC2)CC1.F[P-](F)(F)(F)(F)F.Cl.CO. Product: [ClH:1].[ClH:11].[CH2:42]([NH:49][C:28]1[N:27]=[C:26]2[NH:25][CH:24]=[C:23]([C:19]3[NH:20][N:21]=[CH:22][C:18]=3[C:14]3[CH:15]=[CH:16][CH:17]=[C:12]([Cl:11])[CH:13]=3)[C:31]2=[CH:30][CH:29]=1)[C:43]1[CH:48]=[CH:47][CH:46]=[CH:45][CH:44]=1. The catalyst class is: 31. (4) The catalyst class is: 8. Reactant: C(O[C:4]1[C:5](=[O:12])[C:6](=[O:11])[C:7]=1[O:8][CH2:9][CH3:10])C.[NH2:13][C:14]1[CH:15]=[C:16]([CH3:21])[C:17]([OH:20])=[CH:18][CH:19]=1. Product: [CH2:9]([O:8][C:7]1[C:6](=[O:11])[C:5](=[O:12])[C:4]=1[NH:13][C:14]1[CH:19]=[CH:18][C:17]([OH:20])=[C:16]([CH3:21])[CH:15]=1)[CH3:10]. (5) Reactant: C([O:3][C:4](=[O:34])[C:5]1[CH:10]=[CH:9][C:8]([NH:11][C:12]2[N:16]=[CH:15][N:14]([C:17]3[CH:22]=[CH:21][N:20]=[C:19]([N:23]4[CH2:28][CH:27]([CH3:29])[N:26]([C:30](=[O:32])[CH3:31])[CH:25]([CH3:33])[CH2:24]4)[CH:18]=3)[N:13]=2)=[CH:7][CH:6]=1)C.C1COCC1.[OH-].[Li+]. Product: [C:30]([N:26]1[CH:25]([CH3:33])[CH2:24][N:23]([C:19]2[CH:18]=[C:17]([N:14]3[CH:15]=[N:16][C:12]([NH:11][C:8]4[CH:9]=[CH:10][C:5]([C:4]([OH:34])=[O:3])=[CH:6][CH:7]=4)=[N:13]3)[CH:22]=[CH:21][N:20]=2)[CH2:28][CH:27]1[CH3:29])(=[O:32])[CH3:31]. The catalyst class is: 24. (6) Reactant: [CH2:1]([N:3]([CH:27]1[CH2:32][CH2:31][NH:30][CH2:29][CH2:28]1)[C:4]1[C:19]2[CH2:18][CH:17]=[CH:16][CH2:15][CH2:14][C:13]3[CH:20]=[C:21]([CH3:25])[NH:22][C:23](=[O:24])[C:12]=3[CH2:11][NH:10][C:9](=[O:26])[C:8]=2[CH:7]=[CH:6][CH:5]=1)[CH3:2].[CH3:33][N:34]1[CH:38]=[CH:37][C:36]([CH:39]=O)=[N:35]1.CC(O)=O.[BH3-]C#N.[Na+]. Product: [CH2:1]([N:3]([CH:27]1[CH2:32][CH2:31][N:30]([CH2:39][C:36]2[CH:37]=[CH:38][N:34]([CH3:33])[N:35]=2)[CH2:29][CH2:28]1)[C:4]1[C:19]2[CH2:18][CH:17]=[CH:16][CH2:15][CH2:14][C:13]3[CH:20]=[C:21]([CH3:25])[NH:22][C:23](=[O:24])[C:12]=3[CH2:11][NH:10][C:9](=[O:26])[C:8]=2[CH:7]=[CH:6][CH:5]=1)[CH3:2]. The catalyst class is: 5. (7) Reactant: Br[C:2]1[S:3][C:4]2[CH2:5][N:6]([CH2:11][C:12]([N:14]3[CH2:19][CH2:18][N:17]([CH:20]4[CH2:23][CH2:22][CH2:21]4)[CH2:16][CH2:15]3)=[O:13])[CH2:7][CH2:8][C:9]=2[N:10]=1.C([Sn](CCCC)(CCCC)[C:29]([O:31]CC)=[CH2:30])CCC. Product: [C:29]([C:2]1[S:3][C:4]2[CH2:5][N:6]([CH2:11][C:12]([N:14]3[CH2:19][CH2:18][N:17]([CH:20]4[CH2:23][CH2:22][CH2:21]4)[CH2:16][CH2:15]3)=[O:13])[CH2:7][CH2:8][C:9]=2[N:10]=1)(=[O:31])[CH3:30]. The catalyst class is: 109. (8) Reactant: [CH:1]([N:4]([CH3:23])[C:5]1[CH:14]=[CH:13][C:12]2[CH2:11][N:10](C(OC(C)(C)C)=O)[CH2:9][C@H:8]([CH3:22])[C:7]=2[N:6]=1)([CH3:3])[CH3:2].C(OCC)(=O)C.[ClH:30]. Product: [ClH:30].[CH:1]([N:4]([CH3:23])[C:5]1[CH:14]=[CH:13][C:12]2[CH2:11][NH:10][CH2:9][C@H:8]([CH3:22])[C:7]=2[N:6]=1)([CH3:3])[CH3:2]. The catalyst class is: 5. (9) Reactant: [CH2:1]([C:3]1[N:7]([C:8]2[N:16]=[C:15]3[C:11]([N:12]=[C:13]([CH:18]=O)[N:14]3[CH3:17])=[C:10]([N:20]3[CH2:25][CH2:24][O:23][CH2:22][CH2:21]3)[N:9]=2)[C:6]2[CH:26]=[CH:27][CH:28]=[CH:29][C:5]=2[N:4]=1)[CH3:2].[NH:30]1[CH2:33][CH:32]([C:34]([N:36]2[CH2:40][CH2:39][C@@H:38]([OH:41])[CH2:37]2)=[O:35])[CH2:31]1.C(O[BH-](OC(=O)C)OC(=O)C)(=O)C.[Na+]. Product: [CH2:1]([C:3]1[N:7]([C:8]2[N:16]=[C:15]3[C:11]([N:12]=[C:13]([CH2:18][N:30]4[CH2:33][CH:32]([C:34]([N:36]5[CH2:40][CH2:39][C@@H:38]([OH:41])[CH2:37]5)=[O:35])[CH2:31]4)[N:14]3[CH3:17])=[C:10]([N:20]3[CH2:25][CH2:24][O:23][CH2:22][CH2:21]3)[N:9]=2)[C:6]2[CH:26]=[CH:27][CH:28]=[CH:29][C:5]=2[N:4]=1)[CH3:2]. The catalyst class is: 26. (10) Reactant: [CH3:1][C:2]1[N:7]([C:8]2[CH:13]=[CH:12][CH:11]=[C:10]([C:14]([F:17])([F:16])[F:15])[CH:9]=2)[C:6](=[O:18])[C:5]([C:19]([NH:21][CH2:22][C:23]2[CH:28]=[CH:27][C:26]([S:29]([CH3:32])(=[O:31])=[O:30])=[CH:25][CH:24]=2)=[O:20])=[CH:4][CH:3]=1.[N+]([O-])([O-])=O.[K+].S(Cl)([Cl:41])(=O)=O.C([O-])([O-])=O.[Na+].[Na+]. Product: [Cl:41][C:3]1[CH:4]=[C:5]([C:19]([NH:21][CH2:22][C:23]2[CH:24]=[CH:25][C:26]([S:29]([CH3:32])(=[O:31])=[O:30])=[CH:27][CH:28]=2)=[O:20])[C:6](=[O:18])[N:7]([C:8]2[CH:13]=[CH:12][CH:11]=[C:10]([C:14]([F:17])([F:15])[F:16])[CH:9]=2)[C:2]=1[CH3:1]. The catalyst class is: 753.